This data is from Catalyst prediction with 721,799 reactions and 888 catalyst types from USPTO. The task is: Predict which catalyst facilitates the given reaction. Reactant: C(N(CC)CC)C.[NH2:8][C:9]1[S:10][C:11]([C:15]2[N:16]=[C:17]([CH2:20][C:21]#[N:22])[S:18][CH:19]=2)=[C:12]([CH3:14])[N:13]=1.[CH:23]1[N:27]=[CH:26][N:25]([C:28](N2C=NC=C2)=[O:29])[CH:24]=1.CN(C=O)C. Product: [C:21]([CH2:20][C:17]1[S:18][CH:19]=[C:15]([C:11]2[S:10][C:9]([NH:8][C:28]([N:25]3[CH:24]=[CH:23][N:27]=[CH:26]3)=[O:29])=[N:13][C:12]=2[CH3:14])[N:16]=1)#[N:22]. The catalyst class is: 2.